The task is: Predict the reaction yield, written as a fraction of the theoretical maximum amount of product (1.0 means a 100% yield; for example, 0.34 means a 34% yield).. This data is from Reaction yield outcomes from USPTO patents with 853,638 reactions. (1) The yield is 0.930. The product is [C:1]([N:9]1[C@@H:10]([C:18]2[CH:19]=[CH:20][CH:21]=[CH:22][CH:23]=2)[C@H:11]([C:12]([O:14][CH2:15][CH3:16])=[O:13])[O:17][C:24]1([CH3:29])[CH3:25])(=[O:8])[C:2]1[CH:3]=[CH:4][CH:5]=[CH:6][CH:7]=1. No catalyst specified. The reactants are [C:1]([NH:9][CH:10]([C:18]1[CH:23]=[CH:22][CH:21]=[CH:20][CH:19]=1)[CH:11]([OH:17])[C:12]([O:14][CH2:15][CH3:16])=[O:13])(=[O:8])[C:2]1[CH:7]=[CH:6][CH:5]=[CH:4][CH:3]=1.[C:24]1(C)[CH:29]=CC=C[CH:25]=1. (2) The reactants are [O:1]=[C:2]1[C:7]2=[CH:8][C:9]3[CH:10]=[CH:11][C:12]([C:15]([NH:17][C@H:18]4[CH2:23][CH2:22][CH2:21][NH:20][CH2:19]4)=[O:16])=[CH:13][C:14]=3[N:6]2[C:5]2([CH2:26][CH2:25][CH2:24]2)[CH2:4][NH:3]1.[C:27](Cl)(=[O:30])[CH:28]=[CH2:29].CO.C(Cl)Cl. The catalyst is C1COCC1. The product is [C:27]([N:20]1[CH2:21][CH2:22][CH2:23][C@H:18]([NH:17][C:15]([C:12]2[CH:11]=[CH:10][C:9]3[CH:8]=[C:7]4[C:2](=[O:1])[NH:3][CH2:4][C:5]5([CH2:24][CH2:25][CH2:26]5)[N:6]4[C:14]=3[CH:13]=2)=[O:16])[CH2:19]1)(=[O:30])[CH:28]=[CH2:29]. The yield is 0.300. (3) The reactants are [CH3:1][O:2][C@H:3]1[CH2:8][CH2:7][C@H:6]([CH2:9][N:10]2[C:15](=[O:16])[CH2:14][NH:13][C:12]3[N:17]=[CH:18][C:19]([C:21]4[C:22]([CH3:29])=[CH:23][C:24]([C:27]#[N:28])=[N:25][CH:26]=4)=[N:20][C:11]2=3)[CH2:5][CH2:4]1.CO[C@H]1CC[C@H](C[N:39]2[C:44]3=[N:45]C([Sn](C)(C)C)=CN=C3NCC2=O)CC1.BrC1C(C)=CC(C#N)=NC=1.C(N(CC)CC)C.CC1C(P(C2C(C)=CC=CC=2)C2C(C)=CC=CC=2)=CC=CC=1. The product is [CH3:1][O:2][C@H:3]1[CH2:8][CH2:7][C@H:6]([CH2:9][N:10]2[C:11]3=[N:20][C:19]([C:21]4[CH:26]=[N:25][C:24]([C:27]5[N:45]=[CH:44][NH:39][N:28]=5)=[CH:23][C:22]=4[CH3:29])=[CH:18][N:17]=[C:12]3[NH:13][CH2:14][C:15]2=[O:16])[CH2:5][CH2:4]1. The yield is 0.940. The catalyst is C1C=CC(/C=C/C(/C=C/C2C=CC=CC=2)=O)=CC=1.C1C=CC(/C=C/C(/C=C/C2C=CC=CC=2)=O)=CC=1.C1C=CC(/C=C/C(/C=C/C2C=CC=CC=2)=O)=CC=1.[Pd].[Pd].CN(C)C=O. (4) The reactants are [F:8][C:7]([F:10])([F:9])[C:6](O[C:6](=[O:11])[C:7]([F:10])([F:9])[F:8])=[O:11].[CH3:14][O:15][C:16]1[CH:29]=[CH:28][C:19]2[C@@H:20]3[C@H:25]([CH2:26][CH2:27][C:18]=2[CH:17]=1)[NH:24][CH2:23][CH2:22][CH2:21]3.C(N(CC)CC)C. The catalyst is ClCCl. The product is [F:10][C:7]([F:8])([F:9])[C:6]([N:24]1[C@@H:25]2[C@@H:20]([C:19]3[CH:28]=[CH:29][C:16]([O:15][CH3:14])=[CH:17][C:18]=3[CH2:27][CH2:26]2)[CH2:21][CH2:22][CH2:23]1)=[O:11]. The yield is 1.00. (5) The reactants are Br[C:2]1[CH:7]=[C:6]([NH:8][C:9](=[O:18])[C:10]2[C:15]([Cl:16])=[CH:14][CH:13]=[CH:12][C:11]=2[Cl:17])[CH:5]=[CH:4][N:3]=1.[Cl:19][C:20]1[N:25]=[C:24]([NH2:26])[CH:23]=[C:22]([CH:27]([CH3:29])[CH3:28])[N:21]=1.C([O-])([O-])=O.[Cs+].[Cs+]. The catalyst is C1C=CC(/C=C/C(/C=C/C2C=CC=CC=2)=O)=CC=1.C1C=CC(/C=C/C(/C=C/C2C=CC=CC=2)=O)=CC=1.C1C=CC(/C=C/C(/C=C/C2C=CC=CC=2)=O)=CC=1.[Pd].[Pd].CC1(C)C2C(=C(P(C3C=CC=CC=3)C3C=CC=CC=3)C=CC=2)OC2C(P(C3C=CC=CC=3)C3C=CC=CC=3)=CC=CC1=2.COCCOC. The product is [Cl:17][C:11]1[CH:12]=[CH:13][CH:14]=[C:15]([Cl:16])[C:10]=1[C:9]([NH:8][C:6]1[CH:5]=[CH:4][N:3]=[C:2]([NH:26][C:24]2[CH:23]=[C:22]([CH:27]([CH3:28])[CH3:29])[N:21]=[C:20]([Cl:19])[N:25]=2)[CH:7]=1)=[O:18]. The yield is 0.900.